Dataset: NCI-60 drug combinations with 297,098 pairs across 59 cell lines. Task: Regression. Given two drug SMILES strings and cell line genomic features, predict the synergy score measuring deviation from expected non-interaction effect. (1) Drug 1: C1C(C(OC1N2C=NC3=C2NC=NCC3O)CO)O. Drug 2: CC1C(C(CC(O1)OC2CC(CC3=C2C(=C4C(=C3O)C(=O)C5=CC=CC=C5C4=O)O)(C(=O)C)O)N)O. Cell line: A498. Synergy scores: CSS=65.1, Synergy_ZIP=-2.95, Synergy_Bliss=-5.44, Synergy_Loewe=-54.0, Synergy_HSA=-4.62. (2) Drug 1: COC1=C(C=C2C(=C1)N=CN=C2NC3=CC(=C(C=C3)F)Cl)OCCCN4CCOCC4. Drug 2: COC1=C2C(=CC3=C1OC=C3)C=CC(=O)O2. Cell line: K-562. Synergy scores: CSS=13.1, Synergy_ZIP=-5.29, Synergy_Bliss=2.72, Synergy_Loewe=-4.35, Synergy_HSA=2.21.